From a dataset of Catalyst prediction with 721,799 reactions and 888 catalyst types from USPTO. Predict which catalyst facilitates the given reaction. (1) Reactant: [CH3:1][NH:2][C:3]1[N:8]=[C:7]([N:9]2[CH2:14][CH2:13][N:12]([CH3:15])[CH2:11][CH2:10]2)[N:6]=[C:5]([NH:16][C@H:17]2[CH2:22][CH2:21][C@H:20]([C:23](O)=[O:24])[CH2:19][CH2:18]2)[N:4]=1.C(O)(C(F)(F)F)=O.[F:33][C:34]([F:44])([F:43])[C:35]1[CH:42]=[CH:41][CH:40]=[CH:39][C:36]=1[CH2:37][NH2:38].CCN=C=NCCCN(C)C.Cl. Product: [CH3:1][NH:2][C:3]1[N:8]=[C:7]([N:9]2[CH2:14][CH2:13][N:12]([CH3:15])[CH2:11][CH2:10]2)[N:6]=[C:5]([NH:16][C@H:17]2[CH2:22][CH2:21][C@H:20]([C:23]([NH:38][CH2:37][C:36]3[CH:39]=[CH:40][CH:41]=[CH:42][C:35]=3[C:34]([F:33])([F:43])[F:44])=[O:24])[CH2:19][CH2:18]2)[N:4]=1. The catalyst class is: 166. (2) Reactant: [CH3:1][N:2]([CH3:8])[C@@H:3]1[CH2:7][CH2:6][NH:5][CH2:4]1.FC(F)(F)C(O)=O.[OH:16][C:17]1[CH:26]=[C:25](F)[CH:24]=[C:23]2[C:18]=1[C:19](=[O:28])[NH:20][CH:21]=[N:22]2.CO. The catalyst class is: 37. Product: [OH:16][C:17]1[CH:26]=[C:25]([N:5]2[CH2:6][CH2:7][C@@H:3]([N:2]([CH3:8])[CH3:1])[CH2:4]2)[CH:24]=[C:23]2[C:18]=1[C:19](=[O:28])[NH:20][CH:21]=[N:22]2. (3) Reactant: [F:1][C:2]([F:30])([F:29])[O:3][C:4]1[CH:9]=[CH:8][C:7]([N:10]2[CH:14]=[N:13][C:12]([C:15]3[CH:20]=[CH:19][C:18]([CH:21]4[CH2:23][CH:22]4C(N=[N+]=[N-])=O)=[CH:17][CH:16]=3)=[N:11]2)=[CH:6][CH:5]=1.[C:31]1([OH:37])[CH:36]=[CH:35][CH:34]=[CH:33][CH:32]=1.CC[N:40]([CH2:43]C)CC.CC[O:47]C(C)=O. Product: [F:29][C:2]([F:30])([F:1])[O:3][C:4]1[CH:9]=[CH:8][C:7]([N:10]2[CH:14]=[N:13][C:12]([C:15]3[CH:20]=[CH:19][C:18]([CH:21]4[CH2:23][CH:22]4[NH:40][C:43](=[O:47])[O:37][C:31]4[CH:36]=[CH:35][CH:34]=[CH:33][CH:32]=4)=[CH:17][CH:16]=3)=[N:11]2)=[CH:6][CH:5]=1. The catalyst class is: 11. (4) Reactant: Br[C:2]1[CH:7]=[CH:6][C:5]([CH2:8][C@@H:9]([NH:13][C:14]([O:16][C:17]([CH3:20])([CH3:19])[CH3:18])=[O:15])[C:10]([OH:12])=[O:11])=[CH:4][CH:3]=1.[Cl:21][C:22]1[CH:23]=[C:24](B(O)O)[CH:25]=[CH:26][CH:27]=1.C([O-])([O-])=O.[Na+].[Na+]. Product: [C:17]([O:16][C:14]([NH:13][C@H:9]([CH2:8][C:5]1[CH:6]=[CH:7][C:2]([C:26]2[CH:25]=[CH:24][CH:23]=[C:22]([Cl:21])[CH:27]=2)=[CH:3][CH:4]=1)[C:10]([OH:12])=[O:11])=[O:15])([CH3:20])([CH3:19])[CH3:18]. The catalyst class is: 518. (5) Reactant: [CH2:1]([O:3][C:4]1[N:9]=[C:8]([C:10]([OH:12])=[O:11])[C:7]([N+:13]([O-:15])=[O:14])=[CH:6][CH:5]=1)[CH3:2].[C:16](=O)([O-])[O-].[K+].[K+].IC. Product: [CH2:1]([O:3][C:4]1[N:9]=[C:8]([C:10]([O:12][CH3:16])=[O:11])[C:7]([N+:13]([O-:15])=[O:14])=[CH:6][CH:5]=1)[CH3:2]. The catalyst class is: 9.